This data is from Reaction yield outcomes from USPTO patents with 853,638 reactions. The task is: Predict the reaction yield, written as a fraction of the theoretical maximum amount of product (1.0 means a 100% yield; for example, 0.34 means a 34% yield). (1) The catalyst is C1COCC1. The reactants are [F:1][C:2]1[C:11]([F:12])=[C:10]2[C:5]([CH2:6][CH2:7][CH:8]([CH2:13][CH2:14][CH3:15])[CH2:9]2)=[CH:4][CH:3]=1.[Li]CCCC.[I:21]I.Cl. The yield is 0.600. The product is [F:1][C:2]1[C:11]([F:12])=[C:10]2[C:5]([CH2:6][CH2:7][CH:8]([CH2:13][CH2:14][CH3:15])[CH2:9]2)=[CH:4][C:3]=1[I:21]. (2) The reactants are [CH2:1]([C:5]1[N:6]=[C:7](SC)[NH:8][C:9](=[O:26])[C:10]=1[CH2:11][C:12]1[CH:17]=[CH:16][C:15]([C:18]2[C:19]([C:24]#[N:25])=[CH:20][CH:21]=[CH:22][CH:23]=2)=[CH:14][CH:13]=1)[CH2:2][CH2:3][CH3:4]. The catalyst is [Ni].COCCOCCOC. The product is [CH2:1]([C:5]1[N:6]=[CH:7][NH:8][C:9](=[O:26])[C:10]=1[CH2:11][C:12]1[CH:17]=[CH:16][C:15]([C:18]2[C:19]([C:24]#[N:25])=[CH:20][CH:21]=[CH:22][CH:23]=2)=[CH:14][CH:13]=1)[CH2:2][CH2:3][CH3:4]. The yield is 0.630.